From a dataset of Forward reaction prediction with 1.9M reactions from USPTO patents (1976-2016). Predict the product of the given reaction. (1) Given the reactants [H-].[Na+].[C:3]1([CH3:17])[CH:8]=[CH:7][CH:6]=[CH:5][C:4]=1[NH:9][C:10]([C:12]1[NH:13][CH:14]=[CH:15][N:16]=1)=[O:11].S([O-])([O-])(=O)=S.[Na+].[Na+].C[N:26](C=O)C, predict the reaction product. The product is: [NH2:26][N:16]1[CH:15]=[CH:14][N:13]=[C:12]1[C:10]([NH:9][C:4]1[CH:5]=[CH:6][CH:7]=[CH:8][C:3]=1[CH3:17])=[O:11]. (2) Given the reactants [CH2:1]([N:8]1[C:13](=[O:14])[CH2:12][CH2:11][C:10]([CH2:15][OH:16])=[N:9]1)[C:2]1[CH:7]=[CH:6][CH:5]=[CH:4][CH:3]=1, predict the reaction product. The product is: [CH2:1]([N:8]1[C:13](=[O:14])[CH:12]=[CH:11][C:10]([CH:15]=[O:16])=[N:9]1)[C:2]1[CH:7]=[CH:6][CH:5]=[CH:4][CH:3]=1. (3) The product is: [CH3:15][C:16]1[CH:22]=[CH:21][C:20]([N+:23]([O-:25])=[O:24])=[CH:19][C:17]=1[NH:18][C:4]1[N:3]=[CH:2][C:11]2[C:6](=[CH:7][C:8]([C:12]([OH:14])=[O:13])=[CH:9][CH:10]=2)[N:5]=1. Given the reactants Cl[C:2]1[C:11]2[C:6](=[CH:7][C:8]([C:12]([OH:14])=[O:13])=[CH:9][CH:10]=2)[N:5]=[CH:4][N:3]=1.[CH3:15][C:16]1[CH:22]=[CH:21][C:20]([N+:23]([O-:25])=[O:24])=[CH:19][C:17]=1[NH2:18].CCN(C(C)C)C(C)C, predict the reaction product. (4) Given the reactants [C:1]([NH:24][CH2:25][CH2:26]NC(=O)OC[C@@H]1CC[C@H](N2C=NC3C(=O)N=CNC2=3)O1)(=[O:23])[CH2:2][CH2:3]/[CH:4]=[CH:5]\[CH2:6]/[CH:7]=[CH:8]\[CH2:9]/[CH:10]=[CH:11]\[CH2:12]/[CH:13]=[CH:14]\[CH2:15]/[CH:16]=[CH:17]\[CH2:18]/[CH:19]=[CH:20]\[CH2:21][CH3:22].[CH3:47][C:48]1[C:54](=[O:55])[NH:53][C:51](=[O:52])[N:50]([C@@H:56]2[O:60][C@H:59]([CH2:61][OH:62])[C@@H:58]([N:63]=[N+:64]=[N-:65])[CH2:57]2)[CH:49]=1.NCC[O:69][CH2:70][CH2:71][NH:72][C:73](=[O:95])CC/C=C\C/C=C\C/C=C\C/C=C\C/C=C\C/C=C\CC, predict the reaction product. The product is: [C:1]([NH:24][CH2:25][CH2:26][O:69][CH2:70][CH2:71][NH:72][C:73](=[O:95])[O:62][CH2:61][C@@H:59]1[C@@H:58]([N:63]=[N+:64]=[N-:65])[CH2:57][C@@H:56]([N:50]2[CH:49]=[C:48]([CH3:47])[C:54](=[O:55])[NH:53][C:51]2=[O:52])[O:60]1)(=[O:23])[CH2:2][CH2:3]/[CH:4]=[CH:5]\[CH2:6]/[CH:7]=[CH:8]\[CH2:9]/[CH:10]=[CH:11]\[CH2:12]/[CH:13]=[CH:14]\[CH2:15]/[CH:16]=[CH:17]\[CH2:18]/[CH:19]=[CH:20]\[CH2:21][CH3:22]. (5) Given the reactants Cl[C:2]1[N:3]=[C:4]([N:23]2[CH2:28][CH2:27][O:26][CH2:25][CH2:24]2)[C:5]2[S:10][C:9]([CH2:11][N:12]3[CH2:17][CH2:16][N:15]([C:18](=[O:22])[C@@H:19]([OH:21])[CH3:20])[CH2:14][CH2:13]3)=[CH:8][C:6]=2[N:7]=1.B(O)(O)[C:30]1[CH:35]=[N:34][CH:33]=[N:32][CH:31]=1, predict the reaction product. The product is: [OH:21][C@@H:19]([CH3:20])[C:18]([N:15]1[CH2:16][CH2:17][N:12]([CH2:11][C:9]2[S:10][C:5]3[C:4]([N:23]4[CH2:28][CH2:27][O:26][CH2:25][CH2:24]4)=[N:3][C:2]([C:30]4[CH:31]=[N:32][CH:33]=[N:34][CH:35]=4)=[N:7][C:6]=3[CH:8]=2)[CH2:13][CH2:14]1)=[O:22]. (6) Given the reactants C(Cl)(=O)C(Cl)=O.CS(C)=O.[CH3:11][O:12][C:13]1[CH:18]=[C:17]([CH2:19][OH:20])[CH:16]=[C:15]([CH3:21])[N:14]=1, predict the reaction product. The product is: [CH3:11][O:12][C:13]1[CH:18]=[C:17]([CH:19]=[O:20])[CH:16]=[C:15]([CH3:21])[N:14]=1.